Predict the reactants needed to synthesize the given product. From a dataset of Full USPTO retrosynthesis dataset with 1.9M reactions from patents (1976-2016). The reactants are: [Cl:1][C:2]1[CH:3]=[C:4]([CH:7]=[C:8]([O:10][C:11]2[C:19]([Cl:20])=[CH:18][CH:17]=[C:16]3[C:12]=2[CH:13]=[N:14][N:15]3[CH2:21][C:22]2[C:30]3[C:25](=[N:26][CH:27]=[CH:28][CH:29]=3)[NH:24][N:23]=2)[CH:9]=1)[C:5]#[N:6].C1C=C(Cl)C=C(C(OO)=[O:39])C=1. Given the product [Cl:1][C:2]1[CH:3]=[C:4]([CH:7]=[C:8]([O:10][C:11]2[C:19]([Cl:20])=[CH:18][CH:17]=[C:16]3[C:12]=2[CH:13]=[N:14][N:15]3[CH2:21][C:22]2[C:30]3[C:25](=[N+:26]([O-:39])[CH:27]=[CH:28][CH:29]=3)[NH:24][N:23]=2)[CH:9]=1)[C:5]#[N:6], predict the reactants needed to synthesize it.